Dataset: Catalyst prediction with 721,799 reactions and 888 catalyst types from USPTO. Task: Predict which catalyst facilitates the given reaction. Reactant: [CH2:1]([O:3][C:4](=[O:38])[CH:5]=[CH:6][CH:7]([NH:23][C:24](=[O:37])[CH2:25][CH2:26][CH2:27][CH2:28][CH2:29][CH2:30][C:31]1[CH:36]=[CH:35][CH:34]=[CH:33][CH:32]=1)[CH2:8][C:9]1[N:10]=[CH:11][N:12]([CH2:14][CH:15]=[CH:16][C:17]2[CH:22]=[CH:21][CH:20]=[CH:19][CH:18]=2)[CH:13]=1)[CH3:2]. Product: [CH2:1]([O:3][C:4](=[O:38])[CH2:5][CH2:6][CH:7]([NH:23][C:24](=[O:37])[CH2:25][CH2:26][CH2:27][CH2:28][CH2:29][CH2:30][C:31]1[CH:32]=[CH:33][CH:34]=[CH:35][CH:36]=1)[CH2:8][C:9]1[N:10]=[CH:11][N:12]([CH2:14][CH2:15][CH2:16][C:17]2[CH:22]=[CH:21][CH:20]=[CH:19][CH:18]=2)[CH:13]=1)[CH3:2]. The catalyst class is: 29.